Dataset: Forward reaction prediction with 1.9M reactions from USPTO patents (1976-2016). Task: Predict the product of the given reaction. The product is: [S:30]([O:1][CH2:2][CH:3]1[CH2:8][CH2:7][N:6]([C:9]([O:11][C:12]([CH3:15])([CH3:14])[CH3:13])=[O:10])[CH2:5][CH2:4]1)([C:27]1[CH:28]=[CH:29][C:24]([CH3:23])=[CH:25][CH:26]=1)(=[O:32])=[O:31]. Given the reactants [OH:1][CH2:2][CH:3]1[CH2:8][CH2:7][N:6]([C:9]([O:11][C:12]([CH3:15])([CH3:14])[CH3:13])=[O:10])[CH2:5][CH2:4]1.C(N(CC)CC)C.[CH3:23][C:24]1[CH:29]=[CH:28][C:27]([S:30](Cl)(=[O:32])=[O:31])=[CH:26][CH:25]=1, predict the reaction product.